Dataset: Full USPTO retrosynthesis dataset with 1.9M reactions from patents (1976-2016). Task: Predict the reactants needed to synthesize the given product. (1) Given the product [CH3:7][NH:9][CH2:10][CH2:11][C@H:12]1[CH2:17][CH2:16][C@H:15]([C:18]([OH:20])=[O:19])[CH2:14][CH2:13]1, predict the reactants needed to synthesize it. The reactants are: ClC1C=CC(O[C:7]([N:9](C)[CH2:10][CH2:11][C@H:12]2[CH2:17][CH2:16][C@H:15]([C:18]([OH:20])=[O:19])[CH2:14][CH2:13]2)=O)=CC=1.OC1CCNCC1.ClC1C=CC(OC(=O)N(CC[C@H]2CC[C@H](C(N3CCC(O)CC3)=O)CC2)C)=CC=1. (2) The reactants are: [F:1][C:2]1[CH:3]=[C:4]([CH:30]=[CH:31][C:32]=1[F:33])[O:5][CH2:6][CH2:7][CH2:8][O:9][C:10]1[CH:15]=[CH:14][C:13]([CH:16]2[CH2:21][CH2:20][N:19]([C:22]([O:24][C:25]([CH3:28])([CH3:27])[CH3:26])=[O:23])[CH2:18][CH:17]2[OH:29])=[CH:12][CH:11]=1.Cl[CH2:35][C:36]1[CH:37]=[CH:38][C:39]2[O:44][CH2:43][C:42](=[O:45])[N:41]([CH2:46][CH2:47][CH2:48][O:49][CH3:50])[C:40]=2[CH:51]=1. Given the product [F:1][C:2]1[CH:3]=[C:4]([CH:30]=[CH:31][C:32]=1[F:33])[O:5][CH2:6][CH2:7][CH2:8][O:9][C:10]1[CH:11]=[CH:12][C:13]([CH:16]2[CH2:21][CH2:20][N:19]([C:22]([O:24][C:25]([CH3:28])([CH3:27])[CH3:26])=[O:23])[CH2:18][CH:17]2[O:29][CH2:35][C:36]2[CH:37]=[CH:38][C:39]3[O:44][CH2:43][C:42](=[O:45])[N:41]([CH2:46][CH2:47][CH2:48][O:49][CH3:50])[C:40]=3[CH:51]=2)=[CH:14][CH:15]=1, predict the reactants needed to synthesize it. (3) Given the product [CH3:1][O:2][C:3](=[O:15])[CH2:4][O:5][C:6]1[CH:7]=[C:8]([CH3:14])[C:9]([S:13][CH2:17][C:18]2[S:22][C:21]([C:23]3[CH:24]=[CH:25][C:26]([C:29]([F:32])([F:30])[F:31])=[CH:27][CH:28]=3)=[N:20][C:19]=2[CH3:33])=[C:10]([CH3:12])[CH:11]=1, predict the reactants needed to synthesize it. The reactants are: [CH3:1][O:2][C:3](=[O:15])[CH2:4][O:5][C:6]1[CH:11]=[C:10]([CH3:12])[C:9]([SH:13])=[C:8]([CH3:14])[CH:7]=1.Cl[CH2:17][C:18]1[S:22][C:21]([C:23]2[CH:28]=[CH:27][C:26]([C:29]([F:32])([F:31])[F:30])=[CH:25][CH:24]=2)=[N:20][C:19]=1[CH3:33]. (4) Given the product [Cl:1][C:2]1[CH:3]=[C:4]([C:9]2([O:23][CH3:26])[CH2:15][O:14][CH2:13][CH2:12][N:11]([C:16]([O:18][C:19]([CH3:20])([CH3:22])[CH3:21])=[O:17])[CH2:10]2)[CH:5]=[CH:6][C:7]=1[Cl:8], predict the reactants needed to synthesize it. The reactants are: [Cl:1][C:2]1[CH:3]=[C:4]([C:9]2([OH:23])[CH2:15][O:14][CH2:13][CH2:12][N:11]([C:16]([O:18][C:19]([CH3:22])([CH3:21])[CH3:20])=[O:17])[CH2:10]2)[CH:5]=[CH:6][C:7]=1[Cl:8].[H-].[Na+].[CH3:26]I. (5) Given the product [F:31][C:28]([F:29])([F:30])[C:20]1[CH:19]=[C:18]([NH:17][NH:16][C:14](=[O:15])[CH:13]([C:32]2[CH:37]=[CH:36][CH:35]=[CH:34][C:33]=2[Cl:38])[N:10]2[CH2:11][CH2:12][NH:7][CH2:8][CH2:9]2)[CH:23]=[C:22]([C:24]([F:25])([F:27])[F:26])[CH:21]=1, predict the reactants needed to synthesize it. The reactants are: CC(OC([N:7]1[CH2:12][CH2:11][N:10]([CH:13]([C:32]2[CH:37]=[CH:36][CH:35]=[CH:34][C:33]=2[Cl:38])[C:14]([NH:16][NH:17][C:18]2[CH:23]=[C:22]([C:24]([F:27])([F:26])[F:25])[CH:21]=[C:20]([C:28]([F:31])([F:30])[F:29])[CH:19]=2)=[O:15])[CH2:9][CH2:8]1)=O)C. (6) Given the product [F:1][C:2]([C:12]1[CH:17]=[CH:16][C:15]([C:19]#[C:20][CH2:28][CH2:27][CH2:26][CH2:30][OH:29])=[CH:14][CH:13]=1)([CH3:11])[CH2:3][NH:4][S:5]([CH:8]([CH3:10])[CH3:9])(=[O:7])=[O:6], predict the reactants needed to synthesize it. The reactants are: [F:1][C:2]([C:12]1[CH:17]=[CH:16][C:15](I)=[CH:14][CH:13]=1)([CH3:11])[CH2:3][NH:4][S:5]([CH:8]([CH3:10])[CH3:9])(=[O:7])=[O:6].[CH3:19][CH2:20]N(CC)CC.[CH2:26]1[CH2:30][O:29][CH2:28][CH2:27]1. (7) Given the product [CH2:1]([O:19][CH2:20][CH2:21][N:22]([CH2:30][CH2:31][O:32][CH2:33][CH2:34][CH2:35][CH2:36][CH2:37][CH2:38][CH2:39][CH2:40][CH:41]=[CH:42][CH2:43][CH2:44][CH2:45][CH2:46][CH2:47][CH2:48][CH2:49][CH3:50])[CH2:23][CH2:24][C:25]([OH:27])=[O:26])[CH2:2][CH2:3][CH2:4][CH2:5][CH2:6][CH2:7][CH2:8][CH:9]=[CH:10][CH2:11][CH2:12][CH2:13][CH2:14][CH2:15][CH2:16][CH2:17][CH3:18], predict the reactants needed to synthesize it. The reactants are: [CH2:1]([O:19][CH2:20][CH2:21][N:22]([CH2:30][CH2:31][O:32][CH2:33][CH2:34][CH2:35][CH2:36][CH2:37][CH2:38][CH2:39][CH2:40]/[CH:41]=[CH:42]\[CH2:43][CH2:44][CH2:45][CH2:46][CH2:47][CH2:48][CH2:49][CH3:50])[CH2:23][CH2:24][C:25]([O:27]CC)=[O:26])[CH2:2][CH2:3][CH2:4][CH2:5][CH2:6][CH2:7][CH2:8]/[CH:9]=[CH:10]\[CH2:11][CH2:12][CH2:13][CH2:14][CH2:15][CH2:16][CH2:17][CH3:18].[OH-].[Na+].Cl. (8) Given the product [CH3:1][O:2][C:3]([C:6]1[CH:15]=[CH:14][C:13]2[CH2:12][CH:11]([C:16]([OH:18])=[O:17])[CH2:10][CH2:9][C:8]=2[N:7]=1)([CH3:5])[CH3:4], predict the reactants needed to synthesize it. The reactants are: [CH3:1][O:2][C:3]([C:6]1[CH:15]=[CH:14][C:13]2[CH2:12][CH:11]([C:16]([O:18]C)=[O:17])[CH2:10][CH2:9][C:8]=2[N:7]=1)([CH3:5])[CH3:4].[OH-].[Na+].